Predict the reaction yield, written as a fraction of the theoretical maximum amount of product (1.0 means a 100% yield; for example, 0.34 means a 34% yield). From a dataset of Reaction yield outcomes from USPTO patents with 853,638 reactions. (1) The reactants are [CH3:1][CH:2]([CH3:23])[CH2:3][CH2:4][CH2:5][CH2:6][C:7]#[C:8][C:9]1[CH:14]=[CH:13][C:12]([NH:15][C:16](=[O:22])[O:17][C:18]([CH3:21])([CH3:20])[CH3:19])=[CH:11][CH:10]=1. The catalyst is C(OCC)(=O)C.[Pd]. The product is [CH3:1][CH:2]([CH3:23])[CH2:3][CH2:4][CH2:5][CH2:6][CH2:7][CH2:8][C:9]1[CH:10]=[CH:11][C:12]([NH:15][C:16](=[O:22])[O:17][C:18]([CH3:21])([CH3:20])[CH3:19])=[CH:13][CH:14]=1. The yield is 1.00. (2) The reactants are [C:1]([O:5][C:6]([N:8]1[C:16]2[C:11](=[CH:12][C:13]([C:17](C)(C)[O:18][SiH2]C(C)(C)C)=[CH:14][CH:15]=2)[CH:10]=[C:9]1[C:26]1[C:27]2[S:40][CH:39]=[CH:38][C:28]=2[N:29]([C:31]([O:33][C:34]([CH3:37])([CH3:36])[CH3:35])=[O:32])[N:30]=1)=[O:7])([CH3:4])([CH3:3])[CH3:2].[F-].C([N+](CCCC)(CCCC)CCCC)CCC.O. The catalyst is O1CCCC1. The product is [C:1]([O:5][C:6]([N:8]1[C:16]2[C:11](=[CH:12][C:13]([CH2:17][OH:18])=[CH:14][CH:15]=2)[CH:10]=[C:9]1[C:26]1[C:27]2[S:40][CH:39]=[CH:38][C:28]=2[N:29]([C:31]([O:33][C:34]([CH3:37])([CH3:36])[CH3:35])=[O:32])[N:30]=1)=[O:7])([CH3:4])([CH3:2])[CH3:3]. The yield is 0.850. (3) The reactants are [Cl:1][C:2]1[CH:7]=[C:6]([N+:8]([O-:10])=[O:9])[CH:5]=[CH:4][C:3]=1[CH3:11].C(O[CH:17](N(C)C)[N:18](C)C)(C)(C)C.NOS(O)(=O)=O. The catalyst is O. The product is [Cl:1][C:2]1[CH:7]=[C:6]([N+:8]([O-:10])=[O:9])[CH:5]=[CH:4][C:3]=1[CH2:11][C:17]#[N:18]. The yield is 1.00. (4) The reactants are [F:1][C:2]1[C:3]([NH:9][C:10](=[O:18])[C:11]2[CH:16]=[CH:15][C:14]([CH3:17])=[CH:13][CH:12]=2)=[N:4][C:5]([OH:8])=[N:6][CH:7]=1.[C:19]([O-])([O-])=O.[K+].[K+].IC. The catalyst is CN(C=O)C. The product is [F:1][C:2]1[C:3]([NH:9][C:10](=[O:18])[C:11]2[CH:16]=[CH:15][C:14]([CH3:17])=[CH:13][CH:12]=2)=[N:4][C:5](=[O:8])[N:6]([CH3:19])[CH:7]=1. The yield is 0.0800. (5) The yield is 0.930. The product is [CH3:10][O:9][C:6]1[CH:7]=[CH:8][C:3]([CH2:2][P:14](=[O:21])([O:18][CH2:19][CH3:20])[O:15][CH2:16][CH3:17])=[C:4]([N+:11]([O-:13])=[O:12])[CH:5]=1. The catalyst is C1CCCCC1.CCOC(C)=O. The reactants are Br[CH2:2][C:3]1[CH:8]=[CH:7][C:6]([O:9][CH3:10])=[CH:5][C:4]=1[N+:11]([O-:13])=[O:12].[P:14]([O:21]CC)([O:18][CH2:19][CH3:20])[O:15][CH2:16][CH3:17]. (6) The reactants are O.C1(C)C=CC(S(O)(=O)=O)=CC=1.C[O:14][CH:15](OC)[C:16]1[C:40]([O:41]COC)=[C:39]([C:45]([F:48])([F:47])[F:46])[CH:38]=[CH:37][C:17]=1[CH2:18][O:19][C:20]1[CH:25]=[CH:24][C:23]([C:26]2[CH:31]=[CH:30][CH:29]=[C:28]([CH2:32][C:33]([O:35][CH3:36])=[O:34])[CH:27]=2)=[CH:22][CH:21]=1.O. The catalyst is CC(C)=O. The product is [CH:15]([C:16]1[C:40]([OH:41])=[C:39]([C:45]([F:46])([F:48])[F:47])[CH:38]=[CH:37][C:17]=1[CH2:18][O:19][C:20]1[CH:25]=[CH:24][C:23]([C:26]2[CH:31]=[CH:30][CH:29]=[C:28]([CH2:32][C:33]([O:35][CH3:36])=[O:34])[CH:27]=2)=[CH:22][CH:21]=1)=[O:14]. The yield is 0.830. (7) The reactants are COC(C1C=C(O)C2C(=C([N+]([O-])=O)C=CC=2)N=1)=O.[CH3:19][O:20][C:21]([C:23]1[CH:32]=[C:31]([OH:33])[C:30]2[C:25](=[C:26]([N+:35]([O-])=O)[CH:27]=[CH:28][C:29]=2[CH3:34])[N:24]=1)=[O:22]. No catalyst specified. The product is [CH3:19][O:20][C:21]([C:23]1[CH:32]=[C:31]([OH:33])[C:30]2[C:25](=[C:26]([NH2:35])[CH:27]=[CH:28][C:29]=2[CH3:34])[N:24]=1)=[O:22]. The yield is 0.680.